Dataset: Full USPTO retrosynthesis dataset with 1.9M reactions from patents (1976-2016). Task: Predict the reactants needed to synthesize the given product. (1) Given the product [Cl:45][C:42]1[CH:43]=[CH:44][C:39]([NH:38][C:35](=[O:37])[CH3:36])=[C:40]([C:30]2[CH:31]=[CH:32][C:27]([N:20]3[C:21]4[CH:26]=[CH:25][CH:24]=[CH:23][C:22]=4[N:18]([CH2:17][C:12]4[CH:13]=[CH:14][CH:15]=[C:16]5[C:11]=4[CH:10]=[CH:9][NH:8]5)[C:19]3=[NH:34])=[CH:28][CH:29]=2)[CH:41]=1, predict the reactants needed to synthesize it. The reactants are: C(OC([N:8]1[C:16]2[C:11](=[C:12]([CH2:17][N:18]3[C:22]4[CH:23]=[CH:24][CH:25]=[CH:26][C:21]=4[N:20]([C:27]4[CH:32]=[CH:31][C:30](Br)=[CH:29][CH:28]=4)[C:19]3=[NH:34])[CH:13]=[CH:14][CH:15]=2)[CH:10]=[CH:9]1)=O)(C)(C)C.[C:35]([NH:38][C:39]1[CH:44]=[CH:43][C:42]([Cl:45])=[CH:41][C:40]=1B(O)O)(=[O:37])[CH3:36].C(=O)([O-])[O-].[Na+].[Na+]. (2) Given the product [CH3:1][O:2][C:3](=[O:29])[CH2:4][C:5]1[CH:10]=[CH:9][C:8]([O:11][S:37]([C:40]([F:43])([F:42])[F:41])(=[O:39])=[O:38])=[C:7]([O:12][C:13]2[CH:18]=[CH:17][C:16]([N+:19]([O-:21])=[O:20])=[CH:15][C:14]=2[CH2:22][S:23][CH2:24][C:25]([F:28])([F:26])[F:27])[CH:6]=1, predict the reactants needed to synthesize it. The reactants are: [CH3:1][O:2][C:3](=[O:29])[CH2:4][C:5]1[CH:10]=[CH:9][C:8]([OH:11])=[C:7]([O:12][C:13]2[CH:18]=[CH:17][C:16]([N+:19]([O-:21])=[O:20])=[CH:15][C:14]=2[CH2:22][S:23][CH2:24][C:25]([F:28])([F:27])[F:26])[CH:6]=1.C1C=CC(N([S:37]([C:40]([F:43])([F:42])[F:41])(=[O:39])=[O:38])[S:37]([C:40]([F:43])([F:42])[F:41])(=[O:39])=[O:38])=CC=1.C(=O)([O-])[O-].[Cs+].[Cs+]. (3) Given the product [F:1][C:2]([F:14])([F:13])[O:3][C:4]1[CH:5]=[C:6]([C:34](=[O:35])[CH2:33][CH2:32][C:29]2[CH:28]=[CH:27][C:26]([C:25]([F:37])([F:38])[F:24])=[CH:31][CH:30]=2)[CH:7]=[CH:8][CH:9]=1, predict the reactants needed to synthesize it. The reactants are: [F:1][C:2]([F:14])([F:13])[O:3][C:4]1[CH:5]=[C:6](B(O)O)[CH:7]=[CH:8][CH:9]=1.[O-]P([O-])([O-])=O.[K+].[K+].[K+].O.[F:24][C:25]([F:38])([F:37])[C:26]1[CH:31]=[CH:30][C:29]([CH2:32][CH2:33][C:34](Cl)=[O:35])=[CH:28][CH:27]=1.C(OCC)(=O)C. (4) The reactants are: [OH:1][N:2]1[CH:6]=[C:5]([C:7]2[CH:12]=[CH:11][C:10]([O:13][CH3:14])=[CH:9][CH:8]=2)[CH:4]=[N:3]1.[CH3:15][N:16]([C:20]1[CH:25]=[CH:24][CH:23]=[CH:22][CH:21]=1)[C:17](Cl)=[O:18]. Given the product [CH3:14][O:13][C:10]1[CH:9]=[CH:8][C:7]([C:5]2[CH:4]=[N:3][N:2]([O:1][C:17](=[O:18])[N:16]([CH3:15])[C:20]3[CH:25]=[CH:24][CH:23]=[CH:22][CH:21]=3)[CH:6]=2)=[CH:12][CH:11]=1, predict the reactants needed to synthesize it. (5) Given the product [CH2:8]([O:7][CH:6]([O:10][CH2:11][CH3:12])[N:1]1[CH:5]=[CH:4][N:3]=[CH:2]1)[CH3:9], predict the reactants needed to synthesize it. The reactants are: [NH:1]1[CH:5]=[CH:4][N:3]=[CH:2]1.[CH:6](OCC)([O:10][CH2:11][CH3:12])[O:7][CH2:8][CH3:9].O.C1(C)C=CC(S(O)(=O)=O)=CC=1. (6) Given the product [C:28]1([C:34]2[N:38]=[C:37]([N:39]3[CH2:44][CH2:43][N:42]([C:20]([NH:11][C:3]4[CH:2]=[N:1][C:10]5[C:5]([CH:4]=4)=[CH:6][CH:7]=[CH:8][CH:9]=5)=[O:22])[CH2:41][CH2:40]3)[S:36][N:35]=2)[CH:29]=[CH:30][CH:31]=[CH:32][CH:33]=1, predict the reactants needed to synthesize it. The reactants are: [N:1]1[C:10]2[C:5](=[CH:6][CH:7]=[CH:8][CH:9]=2)[CH:4]=[C:3]([N:11]([C:20]([O:22]CC(Cl)(Cl)Cl)=O)C(OCC(Cl)(Cl)Cl)=O)[CH:2]=1.[C:28]1([C:34]2[N:38]=[C:37]([N:39]3[CH2:44][CH2:43][NH:42][CH2:41][CH2:40]3)[S:36][N:35]=2)[CH:33]=[CH:32][CH:31]=[CH:30][CH:29]=1.C(N(C(C)C)CC)(C)C.O.